From a dataset of Reaction yield outcomes from USPTO patents with 853,638 reactions. Predict the reaction yield, written as a fraction of the theoretical maximum amount of product (1.0 means a 100% yield; for example, 0.34 means a 34% yield). (1) The reactants are [Li+].[Br-].[F:3][C:4]1[CH:9]=[CH:8][C:7]([C@@H:10]([OH:23])[C:11]([N:13]2[C@H:17]([C:18]([O:20]CC)=[O:19])[CH2:16][CH:15]=[N:14]2)=[O:12])=[CH:6][CH:5]=1.C(N(CC)CC)C.Cl. The catalyst is CCOC(C)=O.O.C(#N)C. The product is [F:3][C:4]1[CH:9]=[CH:8][C:7]([C@@H:10]([OH:23])[C:11]([N:13]2[C@H:17]([C:18]([OH:20])=[O:19])[CH2:16][CH:15]=[N:14]2)=[O:12])=[CH:6][CH:5]=1. The yield is 0.980. (2) The reactants are S(Cl)(Cl)=O.[CH2:5]([O:12][C:13]([NH:15][C@@H:16]([CH2:20][N:21]([C:28]1[CH:33]=[CH:32][CH:31]=[CH:30][CH:29]=1)[C:22]1[CH:27]=[CH:26][CH:25]=[CH:24][CH:23]=1)[C:17]([OH:19])=[O:18])=[O:14])[C:6]1[CH:11]=[CH:10][CH:9]=[CH:8][CH:7]=1.[CH3:34]O. No catalyst specified. The product is [CH2:5]([O:12][C:13]([NH:15][C@@H:16]([CH2:20][N:21]([C:28]1[CH:29]=[CH:30][CH:31]=[CH:32][CH:33]=1)[C:22]1[CH:23]=[CH:24][CH:25]=[CH:26][CH:27]=1)[C:17]([O:19][CH3:34])=[O:18])=[O:14])[C:6]1[CH:7]=[CH:8][CH:9]=[CH:10][CH:11]=1. The yield is 0.500. (3) The reactants are [NH2:1][C@H:2]1[CH2:8][CH2:7][C@@H:6]([O:9][CH2:10][CH2:11][CH2:12][CH2:13][CH2:14][CH2:15][N:16]=[N+:17]=[N-:18])[CH2:5][N:4]([CH3:19])[C:3]1=[O:20].[CH3:21][C:22]([CH3:40])([CH3:39])/[CH:23]=[CH:24]/[C@H:25]1[O:30][C:29]([CH3:32])([CH3:31])[O:28][CH:27]2[CH:33]([O:37][CH3:38])[C:34](=[O:36])[O:35][C@H:26]12. The catalyst is C(O)(C)C. The product is [N:16]([CH2:15][CH2:14][CH2:13][CH2:12][CH2:11][CH2:10][O:9][C@H:6]1[CH2:5][N:4]([CH3:19])[C:3](=[O:20])[C@@H:2]([NH:1][C:34](=[O:36])[C@@H:33]([C@H:27]2[C@H:26]([OH:35])[C@@H:25](/[CH:24]=[CH:23]/[C:22]([CH3:39])([CH3:21])[CH3:40])[O:30][C:29]([CH3:32])([CH3:31])[O:28]2)[O:37][CH3:38])[CH2:8][CH2:7]1)=[N+:17]=[N-:18]. The yield is 0.590. (4) The reactants are C(=O)([O-])[O-].[K+].[K+].[CH3:7][N:8]1[CH2:13][CH2:12][N:11]([C:14]([O:16][C@@H:17]2[N:26]([C:27]3[CH:28]=[CH:29][C:30]([Cl:33])=[CH:31][N:32]=3)[C:24](=[O:25])[C:19]3[N:20]=[CH:21][CH:22]=[N:23][C:18]2=3)=[O:15])[CH2:10][CH2:9]1.C(N[C@@H](C([O-])=O)CC([O-])=O)(=O)C. The catalyst is O. The product is [CH3:7][N:8]1[CH2:13][CH2:12][N:11]([C:14]([O:16][C@@H:17]2[N:26]([C:27]3[CH:28]=[CH:29][C:30]([Cl:33])=[CH:31][N:32]=3)[C:24](=[O:25])[C:19]3[N:20]=[CH:21][CH:22]=[N:23][C:18]2=3)=[O:15])[CH2:10][CH2:9]1. The yield is 0.940.